This data is from Full USPTO retrosynthesis dataset with 1.9M reactions from patents (1976-2016). The task is: Predict the reactants needed to synthesize the given product. (1) The reactants are: [CH:1]1([CH:7]=[O:8])[CH2:6][CH2:5][CH2:4][CH2:3][CH2:2]1.[Br:9][C:10]1[CH:11]=[C:12]([CH:16]=[CH:17][CH:18]=1)[CH2:13][Mg]Br. Given the product [Br:9][C:10]1[CH:11]=[C:12]([CH2:13][CH:7]([CH:1]2[CH2:6][CH2:5][CH2:4][CH2:3][CH2:2]2)[OH:8])[CH:16]=[CH:17][CH:18]=1, predict the reactants needed to synthesize it. (2) Given the product [F:37][C:34]1[CH:35]=[CH:36][C:31]([CH2:30][C:29]2[C:24]([N:20]3[CH2:19][C:18]4[CH:39]=[C:14]([C:11]5[CH:12]=[CH:13][C:7]6[N:6]=[C:5]([NH2:4])[NH:9][C:8]=6[CH:10]=5)[CH:15]=[CH:16][C:17]=4[O:23][CH2:22][CH2:21]3)=[N:25][CH:26]=[N:27][C:28]=2[CH3:38])=[CH:32][CH:33]=1, predict the reactants needed to synthesize it. The reactants are: COC(=O)[NH:4][C:5]1[NH:9][C:8]2[CH:10]=[C:11]([C:14]3[CH:15]=[CH:16][C:17]4[O:23][CH2:22][CH2:21][N:20]([C:24]5[C:29]([CH2:30][C:31]6[CH:36]=[CH:35][C:34]([F:37])=[CH:33][CH:32]=6)=[C:28]([CH3:38])[N:27]=[CH:26][N:25]=5)[CH2:19][C:18]=4[CH:39]=3)[CH:12]=[CH:13][C:7]=2[N:6]=1.Cl. (3) Given the product [CH:15]([Si:18]([CH:22]([CH3:24])[CH3:23])([CH:19]([CH3:21])[CH3:20])[O:1][C:2]1[CH:9]=[CH:8][C:5]([CH:6]=[O:7])=[CH:4][CH:3]=1)([CH3:17])[CH3:16], predict the reactants needed to synthesize it. The reactants are: [OH:1][C:2]1[CH:9]=[CH:8][C:5]([CH:6]=[O:7])=[CH:4][CH:3]=1.N1C=CN=C1.[CH:15]([Si:18](Cl)([CH:22]([CH3:24])[CH3:23])[CH:19]([CH3:21])[CH3:20])([CH3:17])[CH3:16]. (4) Given the product [F:20][C:19]([F:22])([F:21])[CH:5]1[CH2:6][C:7]([C:8]2[CH:13]=[CH:12][C:11]([C:14]([F:17])([F:16])[F:15])=[CH:10][CH:9]=2)=[N:26][NH:25][C:4]1=[O:23], predict the reactants needed to synthesize it. The reactants are: C(S[C:4](=[O:23])[CH:5]([C:19]([F:22])([F:21])[F:20])[CH2:6][C:7](=O)[C:8]1[CH:13]=[CH:12][C:11]([C:14]([F:17])([F:16])[F:15])=[CH:10][CH:9]=1)C.O.[NH2:25][NH2:26].